Dataset: Peptide-MHC class I binding affinity with 185,985 pairs from IEDB/IMGT. Task: Regression. Given a peptide amino acid sequence and an MHC pseudo amino acid sequence, predict their binding affinity value. This is MHC class I binding data. (1) The peptide sequence is IPQSLDSYWTSL. The MHC is HLA-A03:01 with pseudo-sequence HLA-A03:01. The binding affinity (normalized) is 0. (2) The peptide sequence is EVFEIIRSY. The MHC is HLA-A02:19 with pseudo-sequence HLA-A02:19. The binding affinity (normalized) is 0.0847. (3) The peptide sequence is EFIYWDWLY. The MHC is HLA-A30:01 with pseudo-sequence HLA-A30:01. The binding affinity (normalized) is 0.0847. (4) The peptide sequence is LLRRRPYPL. The MHC is HLA-A68:02 with pseudo-sequence HLA-A68:02. The binding affinity (normalized) is 0.0847.